The task is: Predict the reactants needed to synthesize the given product.. This data is from Full USPTO retrosynthesis dataset with 1.9M reactions from patents (1976-2016). (1) Given the product [F:27][C:24]1[S:23][C:22]([C:6]23[CH2:5][NH:4][CH2:12][CH:11]2[CH2:10][S:9][C:8]([NH:13][C:14](=[O:21])[C:15]2[CH:20]=[CH:19][CH:18]=[CH:17][CH:16]=2)=[N:7]3)=[CH:26][CH:25]=1, predict the reactants needed to synthesize it. The reactants are: C([N:4]1[CH2:12][CH:11]2[C:6]([C:22]3[S:23][C:24]([F:27])=[CH:25][CH:26]=3)([N:7]=[C:8]([NH:13][C:14](=[O:21])[C:15]3[CH:20]=[CH:19][CH:18]=[CH:17][CH:16]=3)[S:9][CH2:10]2)[CH2:5]1)C=C. (2) The reactants are: [NH2:1][C:2]1[N:3]=[C:4](Cl)[C:5]2[CH:10]=[CH:9][N:8]([CH2:11][CH:12]3[CH2:17][CH2:16][N:15](C(OC(C)(C)C)=O)[CH2:14][CH2:13]3)[C:6]=2[N:7]=1.[Si]([Br:30])(C)(C)C.C(#N)C.C([O-])(O)=O.[Na+]. Given the product [Br:30][C:4]1[C:5]2[CH:10]=[CH:9][N:8]([CH2:11][CH:12]3[CH2:17][CH2:16][NH:15][CH2:14][CH2:13]3)[C:6]=2[N:7]=[C:2]([NH2:1])[N:3]=1, predict the reactants needed to synthesize it. (3) Given the product [Cl:1][C:2]1[CH:7]=[CH:6][CH:5]=[CH:4][C:3]=1[C:8]1[N:13]=[C:12]2[O:14][C:15]([C:16](=[O:21])[C:17]([CH3:18])([CH3:19])[CH3:20])=[C:22]([C:24]3[N:25]([CH3:29])[CH:26]=[CH:27][N:28]=3)[C:11]2=[CH:10][C:9]=1[C:30]1[CH:31]=[CH:32][C:33]([Cl:36])=[CH:34][CH:35]=1, predict the reactants needed to synthesize it. The reactants are: [Cl:1][C:2]1[CH:7]=[CH:6][CH:5]=[CH:4][C:3]=1[C:8]1[N:13]=[C:12]([O:14][CH2:15][C:16](=[O:21])[C:17]([CH3:20])([CH3:19])[CH3:18])[C:11]([C:22]([C:24]2[N:25]([CH3:29])[CH:26]=[CH:27][N:28]=2)=O)=[CH:10][C:9]=1[C:30]1[CH:35]=[CH:34][C:33]([Cl:36])=[CH:32][CH:31]=1.N12CCCN=C1CCCCC2. (4) Given the product [CH3:1][C:2]1[CH:11]=[N:10][C:9]2[C:4](=[C:5]([NH2:12])[CH:6]=[CH:7][CH:8]=2)[N:3]=1, predict the reactants needed to synthesize it. The reactants are: [CH3:1][C:2]1[CH:11]=[N:10][C:9]2[C:4](=[C:5]([N+:12]([O-])=O)[CH:6]=[CH:7][CH:8]=2)[N:3]=1. (5) Given the product [Si:14]([O:9][C@@H:3]([CH2:2][Cl:1])[CH2:4][C:5]([O:7][CH3:8])=[O:6])([C:10]([CH3:13])([CH3:12])[CH3:11])([CH3:16])[CH3:15], predict the reactants needed to synthesize it. The reactants are: [Cl:1][CH2:2][C@H:3]([OH:9])[CH2:4][C:5]([O:7][CH3:8])=[O:6].[C:10]([Si:14](Cl)([CH3:16])[CH3:15])([CH3:13])([CH3:12])[CH3:11].N1C=CN=C1.Cl.